This data is from Reaction yield outcomes from USPTO patents with 853,638 reactions. The task is: Predict the reaction yield, written as a fraction of the theoretical maximum amount of product (1.0 means a 100% yield; for example, 0.34 means a 34% yield). The reactants are [CH2:1]1[CH:10]2[N:5]([CH2:6][CH2:7][CH2:8][CH2:9]2)[CH2:4][CH:3]([CH2:11][OH:12])[CH2:2]1.C(N(CC)CC)C.[CH3:20][S:21](Cl)(=[O:23])=[O:22]. The catalyst is ClCCl. The product is [CH3:20][S:21]([O:12][CH2:11][CH:3]1[CH2:4][N:5]2[CH:10]([CH2:9][CH2:8][CH2:7][CH2:6]2)[CH2:1][CH2:2]1)(=[O:23])=[O:22]. The yield is 0.910.